This data is from Reaction yield outcomes from USPTO patents with 853,638 reactions. The task is: Predict the reaction yield, written as a fraction of the theoretical maximum amount of product (1.0 means a 100% yield; for example, 0.34 means a 34% yield). The reactants are [CH3:1][C:2]([NH:13][C:14]1[C:23]([CH3:24])=[N:22][C:21]2[C:16](=[C:17]([C:25]3[NH:33][C:32]4[CH2:31][CH2:30][NH:29][C:28](=[O:34])[C:27]=4[CH:26]=3)[CH:18]=[CH:19][CH:20]=2)[N:15]=1)([CH3:12])[CH2:3][NH:4]C(=O)OC(C)(C)C.C(O)(C(F)(F)F)=O. The catalyst is C(Cl)Cl. The product is [NH2:4][CH2:3][C:2]([NH:13][C:14]1[C:23]([CH3:24])=[N:22][C:21]2[C:16]([N:15]=1)=[C:17]([C:25]1[NH:33][C:32]3[CH2:31][CH2:30][NH:29][C:28](=[O:34])[C:27]=3[CH:26]=1)[CH:18]=[CH:19][CH:20]=2)([CH3:12])[CH3:1]. The yield is 0.630.